From a dataset of Full USPTO retrosynthesis dataset with 1.9M reactions from patents (1976-2016). Predict the reactants needed to synthesize the given product. (1) Given the product [Si:11]([O:18][C@@H:19]([CH3:22])[C@H:20]([C:7]1[O:6][CH:10]=[CH:9][CH:8]=1)[OH:21])([C:14]([CH3:17])([CH3:16])[CH3:15])([CH3:13])[CH3:12], predict the reactants needed to synthesize it. The reactants are: [Li]CCCC.[O:6]1[CH:10]=[CH:9][CH:8]=[CH:7]1.[Si:11]([O:18][C@@H:19]([CH3:22])[CH:20]=[O:21])([C:14]([CH3:17])([CH3:16])[CH3:15])([CH3:13])[CH3:12]. (2) Given the product [CH3:14][O:15][C:16]1[CH:23]=[CH:22][CH:21]=[CH:20][C:17]=1[CH:18]1[N:11]([CH2:10][C:7]2[CH:6]=[CH:5][C:4]([O:3][C:2]([F:12])([F:13])[F:1])=[CH:9][CH:8]=2)[C:4](=[O:3])[CH2:5][CH2:6][CH2:7]1, predict the reactants needed to synthesize it. The reactants are: [F:1][C:2]([F:13])([F:12])[O:3][C:4]1[CH:9]=[CH:8][C:7]([CH2:10][NH2:11])=[CH:6][CH:5]=1.[CH3:14][O:15][C:16]1[CH:23]=[CH:22][CH:21]=[CH:20][C:17]=1[CH:18]=O. (3) Given the product [C:32]([O:31][CH2:30][CH2:29][C:26]1[CH:27]=[CH:28][C:23]([NH:22][C:11](=[NH:12])[CH2:10][C:9]([C:3]2[CH:4]=[CH:5][C:6]([F:8])=[CH:7][C:2]=2[F:1])=[O:21])=[CH:24][CH:25]=1)(=[O:34])[CH3:33], predict the reactants needed to synthesize it. The reactants are: [F:1][C:2]1[CH:7]=[C:6]([F:8])[CH:5]=[CH:4][C:3]=1[C:9](=[O:21])[CH2:10][C:11](SC1C=CC(Cl)=CC=1)=[NH:12].[NH2:22][C:23]1[CH:28]=[CH:27][C:26]([CH2:29][CH2:30][OH:31])=[CH:25][CH:24]=1.[C:32](O)(=[O:34])[CH3:33]. (4) Given the product [CH3:1][C:2]1[C:3]([CH3:12])=[CH:4][C:5]2[S:9][C:8](=[N:10][C:18](=[O:19])[C:17]3[CH:21]=[CH:22][CH:23]=[C:15]([C:14]([F:25])([F:24])[F:13])[CH:16]=3)[N:7]([CH2:37][C:28]([OH:27])=[O:43])[C:6]=2[CH:11]=1, predict the reactants needed to synthesize it. The reactants are: [CH3:1][C:2]1[C:3]([CH3:12])=[CH:4][C:5]2[S:9][C:8]([NH2:10])=[N:7][C:6]=2[CH:11]=1.[F:13][C:14]([F:25])([F:24])[C:15]1[CH:16]=[C:17]([CH:21]=[CH:22][CH:23]=1)[C:18](Cl)=[O:19].C[O:27][C:28]1[CH:37]=CC2N=C(N)SC=2C=1.ClC1C=C(C=CC=1)C(Cl)=[O:43]. (5) Given the product [CH2:23]([N:10]([C:7]1[CH:6]=[CH:5][C:4]([CH:1]([CH3:3])[CH3:2])=[CH:9][N:8]=1)[S:11]([C:14]1[CH:15]=[CH:16][C:17]([CH:20]=[CH2:21])=[CH:18][CH:19]=1)(=[O:12])=[O:13])[CH:22]([CH3:25])[CH3:24], predict the reactants needed to synthesize it. The reactants are: [CH:1]([C:4]1[CH:5]=[CH:6][C:7]([NH:10][S:11]([C:14]2[CH:19]=[CH:18][C:17]([CH:20]=[CH2:21])=[CH:16][CH:15]=2)(=[O:13])=[O:12])=[N:8][CH:9]=1)([CH3:3])[CH3:2].[C:22](N=C(N(C)C)N(C)C)([CH3:25])([CH3:24])[CH3:23].BrCC(C)C.